Dataset: Forward reaction prediction with 1.9M reactions from USPTO patents (1976-2016). Task: Predict the product of the given reaction. (1) Given the reactants [CH:1](NC(C)C)(C)C.C(=O)=O.CC(C)=O.C(O[C:20](=[O:30])[NH:21][C@H:22]([C:25]([CH:27]1[CH2:29][CH2:28]1)=[O:26])[CH2:23][CH3:24])(C)(C)C.[Cl-].[NH4+], predict the reaction product. The product is: [CH:27]1([C@@:25]2([OH:26])[C@H:22]([CH2:23][CH3:24])[NH:21][C:20](=[O:30])[CH2:1]2)[CH2:28][CH2:29]1. (2) Given the reactants [C:1]([O:5][C:6]([N:8]1[CH2:13][CH2:12][CH:11]([C:14]([OH:16])=[O:15])[CH2:10][CH2:9]1)=[O:7])([CH3:4])([CH3:3])[CH3:2].C(=O)([O-])[O-].[Cs+].[Cs+].Br[CH2:24][Cl:25], predict the reaction product. The product is: [N:8]1([C:6]([O:5][C:1]([CH3:4])([CH3:2])[CH3:3])=[O:7])[CH2:13][CH2:12][CH:11]([C:14]([O:16][CH2:24][Cl:25])=[O:15])[CH2:10][CH2:9]1.